From a dataset of Peptide-MHC class II binding affinity with 134,281 pairs from IEDB. Regression. Given a peptide amino acid sequence and an MHC pseudo amino acid sequence, predict their binding affinity value. This is MHC class II binding data. (1) The peptide sequence is EGHHLASAAILGHDG. The MHC is DRB1_1001 with pseudo-sequence DRB1_1001. The binding affinity (normalized) is 0.268. (2) The peptide sequence is VGPFNFRFMSKGGMR. The MHC is DRB1_1501 with pseudo-sequence DRB1_1501. The binding affinity (normalized) is 0.528. (3) The peptide sequence is KLIEKINAGFKAALAAAAGV. The MHC is DRB1_1501 with pseudo-sequence DRB1_1501. The binding affinity (normalized) is 0.751. (4) The peptide sequence is AQVRADRILALDADP. The MHC is HLA-DQA10102-DQB10602 with pseudo-sequence HLA-DQA10102-DQB10602. The binding affinity (normalized) is 0.297. (5) The peptide sequence is GELQIVYKIDAAFKI. The MHC is DRB4_0101 with pseudo-sequence DRB4_0103. The binding affinity (normalized) is 0.740. (6) The peptide sequence is NNRIWLQFAKLTGFT. The MHC is HLA-DPA10301-DPB10402 with pseudo-sequence HLA-DPA10301-DPB10402. The binding affinity (normalized) is 0.533. (7) The peptide sequence is FAVVDLNKMRAVWVD. The MHC is HLA-DQA10102-DQB10602 with pseudo-sequence HLA-DQA10102-DQB10602. The binding affinity (normalized) is 0.455.